Dataset: Forward reaction prediction with 1.9M reactions from USPTO patents (1976-2016). Task: Predict the product of the given reaction. (1) Given the reactants Br[C:2]1[CH:7]=[CH:6][C:5]([C@@H:8]2[CH2:10][C@H:9]2[NH:11][C:12](=[O:18])[O:13][C:14]([CH3:17])([CH3:16])[CH3:15])=[CH:4][CH:3]=1.[Cl:19][C:20]1[CH:21]=[C:22](B(O)O)[CH:23]=[CH:24][CH:25]=1.C([O-])([O-])=O.[K+].[K+], predict the reaction product. The product is: [Cl:19][C:20]1[CH:25]=[C:24]([C:2]2[CH:7]=[CH:6][C:5]([C@@H:8]3[CH2:10][C@H:9]3[NH:11][C:12](=[O:18])[O:13][C:14]([CH3:17])([CH3:16])[CH3:15])=[CH:4][CH:3]=2)[CH:23]=[CH:22][CH:21]=1. (2) Given the reactants [CH2:1]([OH:6])[CH2:2][CH2:3][CH2:4][OH:5], predict the reaction product. The product is: [C:1]1(=[O:6])[O:5][CH2:4][CH2:3][CH2:2]1.[CH2:1]([OH:6])[CH2:2][CH2:3][CH2:4][OH:5].